From a dataset of Catalyst prediction with 721,799 reactions and 888 catalyst types from USPTO. Predict which catalyst facilitates the given reaction. (1) Reactant: [F:1][C:2]1[C:7]([C:8]([F:11])([F:10])[F:9])=[CH:6][CH:5]=[CH:4][C:3]=1[NH2:12].C(=O)(O)[O-].[Na+].[C:18](Cl)(Cl)=[S:19]. Product: [F:1][C:2]1[C:7]([C:8]([F:10])([F:11])[F:9])=[CH:6][CH:5]=[CH:4][C:3]=1[N:12]=[C:18]=[S:19]. The catalyst class is: 46. (2) Reactant: [Cl:1][C:2]1[CH:7]=[C:6]([C:8]([F:11])([F:10])[F:9])[CH:5]=[CH:4][C:3]=1[C:12]1[CH:13]=[C:14]2[C:22](=[C:23]([CH3:25])[CH:24]=1)[CH2:21][C@H:20]1[C@@H:15]2[CH2:16][NH:17][CH2:18][CH2:19]1.Cl[C:27]([O:29][CH2:30][CH3:31])=[O:28].CCN(CC)CC. Product: [Cl:1][C:2]1[CH:7]=[C:6]([C:8]([F:11])([F:9])[F:10])[CH:5]=[CH:4][C:3]=1[C:12]1[CH:13]=[C:14]2[C:22](=[C:23]([CH3:25])[CH:24]=1)[CH2:21][C@H:20]1[C@@H:15]2[CH2:16][N:17]([CH3:27])[CH2:18][CH2:19]1.[CH2:30]([O:29][C:27]([N:17]1[CH2:16][C@H:15]2[C@H:20]([CH2:21][C:22]3[C:14]2=[CH:13][C:12]([C:3]2[CH:4]=[CH:5][C:6]([C:8]([F:11])([F:9])[F:10])=[CH:7][C:2]=2[Cl:1])=[CH:24][C:23]=3[CH3:25])[CH2:19][CH2:18]1)=[O:28])[CH3:31]. The catalyst class is: 2. (3) Reactant: C(OC(=O)[NH:10][CH2:11][CH2:12][C:13]1[CH:17]=[CH:16][N:15]([CH:18]2[CH2:23][CH2:22][CH2:21][CH2:20][O:19]2)[N:14]=1)C1C=CC=CC=1.[H][H]. Product: [O:19]1[CH2:20][CH2:21][CH2:22][CH2:23][CH:18]1[N:15]1[CH:16]=[CH:17][C:13]([CH2:12][CH2:11][NH2:10])=[N:14]1. The catalyst class is: 50. (4) Reactant: Cl[CH2:2][CH2:3][CH2:4][CH2:5][C:6]([C:8]1[CH:9]=[C:10]([S:17]([NH2:20])(=[O:19])=[O:18])[C:11]2[O:15][CH2:14][CH2:13][C:12]=2[CH:16]=1)=O.[I-].[Na+].[F:23][C:24]([F:36])([F:35])[O:25][C:26]1[CH:31]=[CH:30][CH:29]=[CH:28][C:27]=1[CH2:32][CH2:33][NH2:34].C(N(CC)C(C)C)(C)C. Product: [F:23][C:24]([F:35])([F:36])[O:25][C:26]1[CH:31]=[CH:30][CH:29]=[CH:28][C:27]=1[CH2:32][CH2:33][N:34]1[CH2:2][CH2:3][CH2:4][CH:5]=[C:6]1[C:8]1[CH:9]=[C:10]([S:17]([NH2:20])(=[O:19])=[O:18])[C:11]2[O:15][CH2:14][CH2:13][C:12]=2[CH:16]=1. The catalyst class is: 11. (5) Reactant: [C:1]1([CH3:17])[CH:6]=[CH:5][C:4]([C:7]2[C:15]3[C:14]([NH2:16])=[N:13][CH:12]=[N:11][C:10]=3[NH:9][CH:8]=2)=[CH:3][CH:2]=1.[H-].[Na+].[Si:20]([O:27][CH2:28][CH2:29][CH2:30]I)([C:23]([CH3:26])([CH3:25])[CH3:24])([CH3:22])[CH3:21]. Product: [Si:20]([O:27][CH2:28][CH2:29][CH2:30][N:9]1[C:10]2[N:11]=[CH:12][N:13]=[C:14]([NH2:16])[C:15]=2[C:7]([C:4]2[CH:3]=[CH:2][C:1]([CH3:17])=[CH:6][CH:5]=2)=[CH:8]1)([C:23]([CH3:24])([CH3:25])[CH3:26])([CH3:22])[CH3:21]. The catalyst class is: 3. (6) Reactant: [NH:1]1[CH2:4][CH:3]([NH:5][C:6](=[O:28])[CH2:7][N:8]2[CH2:12][CH2:11][C:10]([C:20]3[CH:25]=[CH:24][C:23]([F:26])=[CH:22][CH:21]=3)([C:13]3[CH:18]=[CH:17][C:16]([F:19])=[CH:15][CH:14]=3)[C:9]2=[O:27])[CH2:2]1.[F:29][C:30]1[CH:31]=[C:32]([CH:35]=[CH:36][C:37]=1[C:38]([F:41])([F:40])[F:39])[CH:33]=O.C(O[BH-](OC(=O)C)OC(=O)C)(=O)C.[Na+]. Product: [F:19][C:16]1[CH:15]=[CH:14][C:13]([C:10]2([C:20]3[CH:25]=[CH:24][C:23]([F:26])=[CH:22][CH:21]=3)[CH2:11][CH2:12][N:8]([CH2:7][C:6]([NH:5][CH:3]3[CH2:4][N:1]([CH2:33][C:32]4[CH:35]=[CH:36][C:37]([C:38]([F:39])([F:40])[F:41])=[C:30]([F:29])[CH:31]=4)[CH2:2]3)=[O:28])[C:9]2=[O:27])=[CH:18][CH:17]=1. The catalyst class is: 411.